From a dataset of Catalyst prediction with 721,799 reactions and 888 catalyst types from USPTO. Predict which catalyst facilitates the given reaction. (1) Reactant: Cl[CH2:2][C:3]1[N:4]=[C:5]([C:8]2[CH:13]=[CH:12][C:11]([O:14][CH2:15][CH2:16][CH2:17][Cl:18])=[CH:10][C:9]=2[F:19])[O:6][CH:7]=1.[NH:20]1[CH2:25][CH2:24][CH2:23][CH2:22][CH2:21]1. Product: [Cl:18][CH2:17][CH2:16][CH2:15][O:14][C:11]1[CH:12]=[CH:13][C:8]([C:5]2[O:6][CH:7]=[C:3]([CH2:2][N:20]3[CH2:25][CH2:24][CH2:23][CH2:22][CH2:21]3)[N:4]=2)=[C:9]([F:19])[CH:10]=1. The catalyst class is: 10. (2) Reactant: [Cl:1][C:2]1[CH:3]=[CH:4][C:5]([F:29])=[C:6]([C:8]2[N:13]=[C:12]([NH:14][C:15]3[C:20]([C:21](O)=[O:22])=[CH:19][N:18]=[CH:17][CH:16]=3)[C:11]3[CH2:24][C:25]([CH3:28])([CH3:27])[CH2:26][C:10]=3[N:9]=2)[CH:7]=1.C(N1C=CN=C1)([N:32]1C=CN=C1)=O.N. Product: [Cl:1][C:2]1[CH:3]=[CH:4][C:5]([F:29])=[C:6]([C:8]2[N:13]=[C:12]([NH:14][C:15]3[C:20]([C:21]([NH2:32])=[O:22])=[CH:19][N:18]=[CH:17][CH:16]=3)[C:11]3[CH2:24][C:25]([CH3:27])([CH3:28])[CH2:26][C:10]=3[N:9]=2)[CH:7]=1. The catalyst class is: 3. (3) Reactant: Cl[C:2]1[N:7]=[C:6]([C:8]2[CH:13]=[C:12]([F:14])[N:11]=[C:10]([F:15])[CH:9]=2)[CH:5]=[CH:4][N:3]=1.[CH3:16][N:17]1[C:21]([NH2:22])=[CH:20][CH:19]=[N:18]1.C([O-])([O-])=O.[Cs+].[Cs+].CC1(C)C2C(=C(P(C3C=CC=CC=3)C3C=CC=CC=3)C=CC=2)OC2C(P(C3C=CC=CC=3)C3C=CC=CC=3)=CC=CC1=2. Product: [F:14][C:12]1[CH:13]=[C:8]([C:6]2[CH:5]=[CH:4][N:3]=[C:2]([NH:22][C:21]3[N:17]([CH3:16])[N:18]=[CH:19][CH:20]=3)[N:7]=2)[CH:9]=[C:10]([F:15])[N:11]=1. The catalyst class is: 62. (4) Reactant: [H-].[Na+].C(OP([CH2:11][C:12]([O:14][CH2:15][CH3:16])=[O:13])(OCC)=O)C.[C:17]1(=O)[CH2:24][CH2:23][CH2:22][CH2:21][CH2:20][CH2:19][CH2:18]1.Cl. Product: [C:17]1(=[CH:11][C:12]([O:14][CH2:15][CH3:16])=[O:13])[CH2:24][CH2:23][CH2:22][CH2:21][CH2:20][CH2:19][CH2:18]1. The catalyst class is: 30. (5) Reactant: C(O[C:6]([N:8]1[CH2:13][CH2:12][N:11]([C:14]2[C:19]([Cl:20])=[CH:18][C:17]([CH3:21])=[CH:16][N:15]=2)[CH2:10][CH2:9]1)=[O:7])(C)(C)C.FC(F)(F)C(O)=O.[OH-].[Na+].[Br:31][C:32]1[CH:40]=[CH:39][C:35](C(Cl)=O)=[C:34]([F:41])[CH:33]=1. Product: [Br:31][C:32]1[CH:40]=[CH:39][C:35]([C:6]([N:8]2[CH2:9][CH2:10][N:11]([C:14]3[C:19]([Cl:20])=[CH:18][C:17]([CH3:21])=[CH:16][N:15]=3)[CH2:12][CH2:13]2)=[O:7])=[C:34]([F:41])[CH:33]=1. The catalyst class is: 22. (6) Reactant: [Cl:1][C:2]1[C:3]([Cl:12])=[C:4](Cl)[C:5]2[N:6]([CH:8]=[CH:9][N:10]=2)[N:7]=1.[CH2:13]([O:15][C:16]1[CH:22]=[CH:21][C:19]([NH2:20])=[CH:18][CH:17]=1)[CH3:14].C(N(CC)CC)C. Product: [Cl:1][C:2]1[C:3]([Cl:12])=[C:4]([NH:20][C:19]2[CH:21]=[CH:22][C:16]([O:15][CH2:13][CH3:14])=[CH:17][CH:18]=2)[C:5]2[N:6]([CH:8]=[CH:9][N:10]=2)[N:7]=1. The catalyst class is: 14.